Task: Binary Classification. Given a miRNA mature sequence and a target amino acid sequence, predict their likelihood of interaction.. Dataset: Experimentally validated miRNA-target interactions with 360,000+ pairs, plus equal number of negative samples The miRNA is hsa-miR-7114-5p with sequence UCUGUGGAGUGGGGUGCCUGU. The protein sequence of the target gene is MNSMDRHIQQTNDRLQCIKQHLQNPANFHNAATELLDWCGDPRAFQRPFEQSLMGCLTVVSRVAAQQGFDLDLGYRLLAVCAANRDKFTPKSAALLSSWCEELGRLLLLRHQKSRQSDPPGKLPMQPPLSSMSSMKPTLSHSDGSFPYDSVPWQQNTNQPPGSLSVVTTVWGVTNTSQSQVLGNPMANANNPMNPGGNPMASGMTTSNPGLNSPQFAGQQQQFSAKAGPAQPYIQQSMYGRPNYPGSGGFGASYPGGPNAPAGMGIPPHTRPPADFTQPAAAAAAAAVAAAAATATATAT.... Result: 1 (interaction).